Task: Predict the product of the given reaction.. Dataset: Forward reaction prediction with 1.9M reactions from USPTO patents (1976-2016) (1) Given the reactants [Br:1]N1C(=O)NC(=O)N(Br)C1=O.[F:12][C:13]1[C:18]([OH:19])=[C:17]([CH:20]=[O:21])[CH:16]=[CH:15][C:14]=1[C:22]1[CH:27]=[CH:26][C:25]([F:28])=[CH:24][C:23]=1[F:29].S([O-])([O-])(=O)=S.[Na+].[Na+], predict the reaction product. The product is: [Br:1][C:15]1[C:14]([C:22]2[CH:27]=[CH:26][C:25]([F:28])=[CH:24][C:23]=2[F:29])=[C:13]([F:12])[C:18]([OH:19])=[C:17]([CH:20]=[O:21])[CH:16]=1. (2) The product is: [Cl:1][C:2]1[C:7]([O:8][C:9]2[C:23]([O:24][C:25]3[CH:26]=[N:27][C:28]([S:31]([CH2:34][CH3:35])(=[O:33])=[O:32])=[CH:29][CH:30]=3)=[CH:22][C:12]3[NH:13][C:14]([C:16]4[CH:21]=[N:36][CH:19]=[CH:18][N:17]=4)=[N:15][C:11]=3[CH:10]=2)=[CH:6][CH:5]=[CH:4][N:3]=1. Given the reactants [Cl:1][C:2]1[C:7]([O:8][C:9]2[C:23]([O:24][C:25]3[CH:26]=[N:27][C:28]([S:31]([CH2:34][CH3:35])(=[O:33])=[O:32])=[CH:29][CH:30]=3)=[CH:22][C:12]3[NH:13][C:14]([C:16]4[CH:21]=C[CH:19]=[CH:18][N:17]=4)=[N:15][C:11]=3[CH:10]=2)=[CH:6][CH:5]=[CH:4][N:3]=1.[N:36]1C=CN=CC=1C(O)=O, predict the reaction product. (3) Given the reactants [C:1]([O:5][C:6](=[O:22])[NH:7][C:8]1[CH:13]=[C:12]([N:14]2[CH2:17][CH2:16][CH2:15]2)[C:11]([Cl:18])=[CH:10][C:9]=1[N+:19]([O-])=O)([CH3:4])([CH3:3])[CH3:2], predict the reaction product. The product is: [C:1]([O:5][C:6](=[O:22])[NH:7][C:8]1[CH:13]=[C:12]([N:14]2[CH2:17][CH2:16][CH2:15]2)[C:11]([Cl:18])=[CH:10][C:9]=1[NH2:19])([CH3:4])([CH3:2])[CH3:3].